From a dataset of Full USPTO retrosynthesis dataset with 1.9M reactions from patents (1976-2016). Predict the reactants needed to synthesize the given product. Given the product [CH3:19][C:18]1([CH3:20])[O:15][C:2]([CH3:1])([CH3:14])[CH:3]([C:5]2[CH:6]=[CH:7][C:8]([N+:11]([O-:13])=[O:12])=[CH:9][CH:10]=2)[O:4]1, predict the reactants needed to synthesize it. The reactants are: [CH3:1][C:2]([OH:15])([CH3:14])[CH:3]([C:5]1[CH:10]=[CH:9][C:8]([N+:11]([O-:13])=[O:12])=[CH:7][CH:6]=1)[OH:4].CO[C:18](OC)([CH3:20])[CH3:19].CC1C=CC(S(O)(=O)=O)=CC=1.CC(=O)OCC.